From a dataset of Reaction yield outcomes from USPTO patents with 853,638 reactions. Predict the reaction yield, written as a fraction of the theoretical maximum amount of product (1.0 means a 100% yield; for example, 0.34 means a 34% yield). (1) The reactants are [CH3:1][O:2][C:3]1[CH:34]=[CH:33][C:6]([CH2:7][NH:8][CH2:9][C:10]([C:13]2[CH:17]=[C:16]([NH:18][C:19](=[O:32])[C:20]([CH3:31])([S:22]([CH:25]3[CH2:30][CH2:29][O:28][CH2:27][CH2:26]3)(=[O:24])=[O:23])[CH3:21])[O:15][N:14]=2)([CH3:12])[CH3:11])=[CH:5][CH:4]=1.N1C=CC=CC=1.[C:41](Cl)(=[O:43])[CH3:42]. The product is [C:41]([N:8]([CH2:7][C:6]1[CH:33]=[CH:34][C:3]([O:2][CH3:1])=[CH:4][CH:5]=1)[CH2:9][C:10]([C:13]1[CH:17]=[C:16]([NH:18][C:19](=[O:32])[C:20]([CH3:21])([S:22]([CH:25]2[CH2:30][CH2:29][O:28][CH2:27][CH2:26]2)(=[O:24])=[O:23])[CH3:31])[O:15][N:14]=1)([CH3:12])[CH3:11])(=[O:43])[CH3:42]. The catalyst is C1COCC1. The yield is 0.750. (2) The reactants are C([O:3][CH:4](OCC)[C:5]1[O:13][C:12]2[C:11]([C:14]([NH:16][C:17]3[CH:22]=[CH:21][CH:20]=[CH:19][C:18]=3[O:23][CH3:24])=[O:15])=[CH:10][N:9]=[CH:8][C:7]=2[CH:6]=1)C.Cl.C(=O)(O)[O-].[Na+]. The catalyst is O1CCCC1. The product is [CH:4]([C:5]1[O:13][C:12]2[C:11]([C:14]([NH:16][C:17]3[CH:22]=[CH:21][CH:20]=[CH:19][C:18]=3[O:23][CH3:24])=[O:15])=[CH:10][N:9]=[CH:8][C:7]=2[CH:6]=1)=[O:3]. The yield is 0.800. (3) The reactants are Cl.Cl.Cl.[N:4]1([C:10]2[N:15]=[CH:14][C:13]([C:16]3[CH:17]=[N:18][CH:19]=[CH:20][CH:21]=3)=[CH:12][N:11]=2)[CH2:9][CH2:8][NH:7][CH2:6][CH2:5]1.[CH2:22]([C@@H:29]1[CH2:33][O:32][C:31](=[O:34])[N:30]1[C:35](=[O:45])[C@H:36]([CH2:40][S:41](Cl)(=[O:43])=[O:42])[CH:37]([CH3:39])[CH3:38])[C:23]1[CH:28]=[CH:27][CH:26]=[CH:25][CH:24]=1. No catalyst specified. The product is [CH2:22]([C@@H:29]1[CH2:33][O:32][C:31](=[O:34])[N:30]1[C:35](=[O:45])[C@H:36]([CH2:40][S:41]([N:7]1[CH2:6][CH2:5][N:4]([C:10]2[N:15]=[CH:14][C:13]([C:16]3[CH:17]=[N:18][CH:19]=[CH:20][CH:21]=3)=[CH:12][N:11]=2)[CH2:9][CH2:8]1)(=[O:43])=[O:42])[CH:37]([CH3:39])[CH3:38])[C:23]1[CH:28]=[CH:27][CH:26]=[CH:25][CH:24]=1. The yield is 0.820. (4) The reactants are [Cl:1][C:2]1[N:7]=[CH:6][C:5]([CH2:8][N:9]2[CH2:14][CH2:13][CH2:12][CH:11]3[O:15][C:16](=[O:18])[CH:17]=[C:10]23)=[CH:4][CH:3]=1.[C:19]([Li])(C)(C)C.CI. The catalyst is O1CCCC1.CCCCC. The product is [Cl:1][C:2]1[N:7]=[CH:6][C:5]([CH2:8][N:9]2[CH2:14][CH2:13][CH2:12][C:11]3([CH3:19])[O:15][C:16](=[O:18])[CH:17]=[C:10]23)=[CH:4][CH:3]=1. The yield is 0.350. (5) The reactants are [CH:1](NC(C)C)(C)C.[Li+].CCC[CH2-].CCCCCC.[Br:19][C:20]1[CH:25]=[CH:24][CH:23]=[C:22]([F:26])[N:21]=1.IC. The catalyst is C1COCC1. The product is [Br:19][C:20]1[N:21]=[C:22]([F:26])[C:23]([CH3:1])=[CH:24][CH:25]=1. The yield is 0.550. (6) The reactants are [CH2:1]([N:8]([CH2:19][CH2:20][O:21][Si](C(C)(C)C)(C)C)[C:9](=[O:18])[C:10]1[CH:15]=[CH:14][N+:13]([O-:16])=[CH:12][C:11]=1[F:17])[C:2]1[CH:7]=[CH:6][CH:5]=[CH:4][CH:3]=1.Cl. The catalyst is CO. The product is [CH2:1]([N:8]([CH2:19][CH2:20][OH:21])[C:9](=[O:18])[C:10]1[CH:15]=[CH:14][N+:13]([O-:16])=[CH:12][C:11]=1[F:17])[C:2]1[CH:7]=[CH:6][CH:5]=[CH:4][CH:3]=1. The yield is 0.730. (7) The reactants are [CH3:1][C:2]1[CH:3]=[N:4][CH:5]=[C:6]([CH3:17])[C:7]=1[C:8]1[C:13]([CH3:14])=[CH:12][C:11]([OH:15])=[CH:10][C:9]=1[CH3:16].[F:18][C:19]([F:32])([F:31])[S:20](O[S:20]([C:19]([F:32])([F:31])[F:18])(=[O:22])=[O:21])(=[O:22])=[O:21]. No catalyst specified. The product is [CH3:1][C:2]1[CH:3]=[N:4][CH:5]=[C:6]([CH3:17])[C:7]=1[C:8]1[C:13]([CH3:14])=[CH:12][C:11]([O:15][S:20]([C:19]([F:32])([F:31])[F:18])(=[O:22])=[O:21])=[CH:10][C:9]=1[CH3:16]. The yield is 0.928.